The task is: Predict the product of the given reaction.. This data is from Forward reaction prediction with 1.9M reactions from USPTO patents (1976-2016). (1) Given the reactants Cl[C:2]1[C:11]2[C:6](=[CH:7][C:8]([O:14][CH3:15])=[C:9]([O:12][CH3:13])[CH:10]=2)[N:5]=[CH:4][N:3]=1.[CH:16]([NH:19][CH:20]([CH3:22])[CH3:21])([CH3:18])C, predict the reaction product. The product is: [CH3:13][O:12][C:9]1[CH:10]=[C:11]2[C:18](=[CH:7][C:8]=1[O:14][CH3:15])[CH2:16][N:19]([C:2]1[C:11]3[C:6](=[CH:7][C:8]([O:14][CH3:15])=[C:9]([O:12][CH3:13])[CH:10]=3)[N:5]=[CH:4][N:3]=1)[CH:20]([CH3:21])[CH2:22]2. (2) Given the reactants [CH3:1][O:2][C:3]1[CH:8]=[CH:7][C:6]([S:9][CH2:10][CH2:11][CH2:12][C:13]([OH:15])=O)=[CH:5][CH:4]=1.[Cl:16][C:17]1[CH:18]=[CH:19][C:20]([O:26][CH3:27])=[C:21]([CH:25]=1)[CH2:22][NH:23][CH3:24], predict the reaction product. The product is: [Cl:16][C:17]1[CH:18]=[CH:19][C:20]([O:26][CH3:27])=[C:21]([CH:25]=1)[CH2:22][N:23]([CH3:24])[C:13](=[O:15])[CH2:12][CH2:11][CH2:10][S:9][C:6]1[CH:5]=[CH:4][C:3]([O:2][CH3:1])=[CH:8][CH:7]=1.